Dataset: Catalyst prediction with 721,799 reactions and 888 catalyst types from USPTO. Task: Predict which catalyst facilitates the given reaction. (1) Product: [Cl:1][C:2]1[CH:25]=[C:24]([Cl:26])[CH:23]=[CH:22][C:3]=1[C:4]([NH:6][CH2:7][C:8]1([CH2:18][CH:19]2[CH2:20][CH2:21]2)[CH2:9][CH2:10][C:11](=[O:12])[CH2:16][CH2:17]1)=[O:5]. The catalyst class is: 1. Reactant: [Cl:1][C:2]1[CH:25]=[C:24]([Cl:26])[CH:23]=[CH:22][C:3]=1[C:4]([NH:6][CH2:7][C:8]1([CH2:18][CH:19]2[CH2:21][CH2:20]2)[CH2:17][CH2:16][C:11]2(OCC[O:12]2)[CH2:10][CH2:9]1)=[O:5].Cl.[OH-].[Na+]. (2) Reactant: C[O:2][C:3]1[CH:10]=[C:9]([N:11]2[CH2:16][CH2:15][O:14][CH2:13][CH2:12]2)[CH:8]=[C:7]([CH3:17])[C:4]=1[C:5]#[N:6].C(=O)([O-])[O-].[K+].[K+].C(S)C.Cl. Product: [OH:2][C:3]1[CH:10]=[C:9]([N:11]2[CH2:12][CH2:13][O:14][CH2:15][CH2:16]2)[CH:8]=[C:7]([CH3:17])[C:4]=1[C:5]#[N:6]. The catalyst class is: 35.